Dataset: Full USPTO retrosynthesis dataset with 1.9M reactions from patents (1976-2016). Task: Predict the reactants needed to synthesize the given product. (1) Given the product [I-:19].[F:1][C:2]1[C:3]2[CH:4]=[CH:5][CH:6]=[N+:7]([CH2:18][CH:17]=[CH2:16])[C:8]=2[C:9]2[O:15][CH2:14][CH2:13][O:12][C:10]=2[CH:11]=1, predict the reactants needed to synthesize it. The reactants are: [F:1][C:2]1[C:3]2[CH:4]=[CH:5][CH:6]=[N:7][C:8]=2[C:9]2[O:15][CH2:14][CH2:13][O:12][C:10]=2[CH:11]=1.[CH2:16]([I:19])[CH:17]=[CH2:18]. (2) Given the product [F:1][C:2]1([F:24])[CH2:7][CH2:6][CH:5]([CH2:8][NH:9][C:10]([C:12]2[C:13]3[CH:14]=[CH:15][C:16]([NH:25][CH2:26][CH2:27][OH:28])=[N:17][C:18]=3[CH:19]=[CH:20][C:21]=2[Cl:22])=[O:11])[CH2:4][CH2:3]1, predict the reactants needed to synthesize it. The reactants are: [F:1][C:2]1([F:24])[CH2:7][CH2:6][CH:5]([CH2:8][NH:9][C:10]([C:12]2[C:13]3[CH:14]=[CH:15][C:16](Cl)=[N:17][C:18]=3[CH:19]=[CH:20][C:21]=2[Cl:22])=[O:11])[CH2:4][CH2:3]1.[NH2:25][CH2:26][CH2:27][OH:28].